Dataset: Reaction yield outcomes from USPTO patents with 853,638 reactions. Task: Predict the reaction yield, written as a fraction of the theoretical maximum amount of product (1.0 means a 100% yield; for example, 0.34 means a 34% yield). (1) The reactants are [OH:1][C:2]1[CH:3]=[C:4]([C:12]([O:14][CH3:15])=[O:13])[CH:5]=[C:6]([CH:11]=1)[C:7]([O:9][CH3:10])=[O:8].N1C=CC=CC=1.[F:22][C:23]([F:29])([F:28])[S:24](O)(=[O:26])=[O:25]. The catalyst is C1(C)C=CC=CC=1. The product is [F:22][C:23]([F:29])([F:28])[S:24]([O:1][C:2]1[CH:11]=[C:6]([C:7]([O:9][CH3:10])=[O:8])[CH:5]=[C:4]([CH:3]=1)[C:12]([O:14][CH3:15])=[O:13])(=[O:26])=[O:25]. The yield is 0.950. (2) The reactants are [NH:1](C(OCC1C2C(=CC=CC=2)C2C1=CC=CC=2)=O)[CH2:2][CH2:3][C:4](O)=[O:5].C(Cl)(=O)C(Cl)=O.[CH:30]1([CH2:33][NH2:34])[CH2:32][CH2:31]1.C(N(CC)CC)C.Cl. The catalyst is ClCCl.CN(C)C=O. The product is [CH:30]1([CH2:33][NH:34][C:4](=[O:5])[CH2:3][CH2:2][NH2:1])[CH2:32][CH2:31]1. The yield is 0.570. (3) The reactants are [N+](=[CH:3][C:4]([C@@H:6]1[CH2:11][CH2:10][CH2:9][CH2:8][C@H:7]1[C:12]([O:14][CH3:15])=[O:13])=[O:5])=[N-].[ClH:16].O1CCOCC1. The catalyst is C(Cl)Cl. The product is [Cl:16][CH2:3][C:4]([C@@H:6]1[CH2:11][CH2:10][CH2:9][CH2:8][C@H:7]1[C:12]([O:14][CH3:15])=[O:13])=[O:5]. The yield is 0.810. (4) The reactants are [CH3:1][I:2].[CH3:3][CH:4]1[C:13]2[C:8](=[CH:9][C:10]([C:14]([F:17])([F:16])[F:15])=[CH:11][CH:12]=2)[NH:7][C:6](=[S:18])[NH:5]1. The catalyst is CC(C)=O.C(OCC)C. The product is [IH:2].[CH3:3][CH:4]1[C:13]2[C:8](=[CH:9][C:10]([C:14]([F:16])([F:17])[F:15])=[CH:11][CH:12]=2)[N:7]=[C:6]([S:18][CH3:1])[NH:5]1. The yield is 0.850. (5) The product is [CH2:1]([N:8]1[CH2:13][CH2:14][O:15][CH2:10][C:9]1=[O:12])[C:2]1[CH:7]=[CH:6][CH:5]=[CH:4][CH:3]=1. The catalyst is C(O)(C)(C)C. The yield is 0.840. The reactants are [CH2:1]([N:8]([CH2:13][CH2:14][OH:15])[C:9](=[O:12])[CH2:10]Cl)[C:2]1[CH:7]=[CH:6][CH:5]=[CH:4][CH:3]=1.CC(C)([O-])C.[K+]. (6) The reactants are [CH3:1][N:2]([CH3:27])[CH2:3][CH2:4][N:5]1[C:9]2[N:10]=[C:11]([C:20]3[CH:26]=[CH:25][C:23]([NH2:24])=[CH:22][CH:21]=3)[N:12]=[C:13]([N:14]3[CH2:19][CH2:18][O:17][CH2:16][CH2:15]3)[C:8]=2[CH:7]=[CH:6]1.CCN(CC)CC.ClC(Cl)(O[C:39](=[O:45])OC(Cl)(Cl)Cl)Cl.[NH2:47][C:48]1[CH:49]=[N:50][CH:51]=[CH:52][CH:53]=1. The catalyst is C(Cl)(Cl)Cl. The product is [CH3:1][N:2]([CH3:27])[CH2:3][CH2:4][N:5]1[C:9]2[N:10]=[C:11]([C:20]3[CH:26]=[CH:25][C:23]([NH:24][C:39]([NH:47][C:48]4[CH:49]=[N:50][CH:51]=[CH:52][CH:53]=4)=[O:45])=[CH:22][CH:21]=3)[N:12]=[C:13]([N:14]3[CH2:15][CH2:16][O:17][CH2:18][CH2:19]3)[C:8]=2[CH:7]=[CH:6]1. The yield is 0.450. (7) The reactants are [CH2:1]([O:8][C:9]1[CH:14]=[CH:13][C:12]([CH2:15][C:16]#[C:17][Si](C)(C)C)=[CH:11][CH:10]=1)[C:2]1[CH:7]=[CH:6][CH:5]=[CH:4][CH:3]=1.C(=O)([O-])[O-].[K+].[K+]. The catalyst is CO. The product is [CH2:1]([O:8][C:9]1[CH:10]=[CH:11][C:12]([CH2:15][C:16]#[CH:17])=[CH:13][CH:14]=1)[C:2]1[CH:3]=[CH:4][CH:5]=[CH:6][CH:7]=1. The yield is 0.900.